Task: Predict which catalyst facilitates the given reaction.. Dataset: Catalyst prediction with 721,799 reactions and 888 catalyst types from USPTO (1) Reactant: [O:1]=[C:2]1[N:8]([CH:9]2[CH2:14][CH2:13][N:12]([C:15]([O:17][C@H:18]([CH2:37][C:38]3[CH:43]=[C:42]([CH3:44])[C:41]([OH:45])=[C:40]([CH3:46])[CH:39]=3)[C:19]([N:21]3[CH2:26][CH2:25][CH:24]([CH:27]4[CH2:32][CH2:31][N:30]([CH2:33][C:34]([OH:36])=[O:35])[CH2:29][CH2:28]4)[CH2:23][CH2:22]3)=[O:20])=[O:16])[CH2:11][CH2:10]2)[CH2:7][CH2:6][C:5]2[CH:47]=[CH:48][CH:49]=[CH:50][C:4]=2[NH:3]1.CN(C(ON1N=N[C:61]2[CH:62]=[CH:63][CH:64]=[CH:65][C:60]1=2)=[N+](C)C)C.[B-](F)(F)(F)F.C(N(CC)CC)C.C(O)CCCCC. Product: [O:1]=[C:2]1[N:8]([CH:9]2[CH2:10][CH2:11][N:12]([C:15]([O:17][C@H:18]([CH2:37][C:38]3[CH:43]=[C:42]([CH3:44])[C:41]([OH:45])=[C:40]([CH3:46])[CH:39]=3)[C:19]([N:21]3[CH2:22][CH2:23][CH:24]([CH:27]4[CH2:32][CH2:31][N:30]([CH2:33][C:34]([O:36][CH2:64][CH2:65][CH2:60][CH2:61][CH2:62][CH3:63])=[O:35])[CH2:29][CH2:28]4)[CH2:25][CH2:26]3)=[O:20])=[O:16])[CH2:13][CH2:14]2)[CH2:7][CH2:6][C:5]2[CH:47]=[CH:48][CH:49]=[CH:50][C:4]=2[NH:3]1. The catalyst class is: 3. (2) Reactant: [O:1]=[C:2]1[C:10]2[C:5](=[CH:6][C:7](B3OC(C)(C)C(C)(C)O3)=[CH:8][CH:9]=2)[CH2:4][N:3]1[C:20]([O:22][C:23]([CH3:26])([CH3:25])[CH3:24])=[O:21].C(=O)([O-])[O-].[K+].[K+].Br[C:34]1[CH:35]=[N:36][C:37]([C:40]([F:43])([F:42])[F:41])=[N:38][CH:39]=1.O. Product: [O:1]=[C:2]1[C:10]2[C:5](=[CH:6][C:7]([C:34]3[CH:35]=[N:36][C:37]([C:40]([F:43])([F:42])[F:41])=[N:38][CH:39]=3)=[CH:8][CH:9]=2)[CH2:4][N:3]1[C:20]([O:22][C:23]([CH3:24])([CH3:25])[CH3:26])=[O:21]. The catalyst class is: 439. (3) Reactant: Br[CH2:2][C:3]1[CH:13]=[CH:12][C:6]2[CH:7]=[C:8]([C:10]#[N:11])[O:9][C:5]=2[CH:4]=1.C([O-])([O-])=O.[K+].[K+].[Br:20][C:21]1[CH:22]=[C:23]([CH:25]=[CH:26][C:27]=1[O:28][C:29]([F:32])([F:31])[F:30])[NH2:24]. Product: [Br:20][C:21]1[CH:22]=[C:23]([NH:24][CH2:2][C:3]2[CH:13]=[CH:12][C:6]3[CH:7]=[C:8]([C:10]#[N:11])[O:9][C:5]=3[CH:4]=2)[CH:25]=[CH:26][C:27]=1[O:28][C:29]([F:31])([F:32])[F:30]. The catalyst class is: 173. (4) Reactant: Br[CH2:2][C:3]1[CH:11]=[CH:10][C:6]([C:7]([OH:9])=O)=[CH:5][C:4]=1[Cl:12].[C-:13]#[N:14].[Na+].[ClH:16]. Product: [Cl:12][C:4]1[CH:5]=[C:6]([CH:10]=[CH:11][C:3]=1[CH2:2][C:13]#[N:14])[C:7]([Cl:16])=[O:9]. The catalyst class is: 18.